From a dataset of Catalyst prediction with 721,799 reactions and 888 catalyst types from USPTO. Predict which catalyst facilitates the given reaction. (1) Reactant: Br[C:2]1[CH:3]=[CH:4][C:5]([CH3:10])=[C:6]([CH:9]=1)[CH:7]=[O:8].[CH3:11][C:12]1([CH3:28])[C:16]([CH3:18])([CH3:17])[O:15][B:14]([B:14]2[O:15][C:16]([CH3:18])([CH3:17])[C:12]([CH3:28])([CH3:11])[O:13]2)[O:13]1.C([O-])(=O)C.[K+]. Product: [CH3:10][C:5]1[CH:4]=[CH:3][C:2]([B:14]2[O:15][C:16]([CH3:18])([CH3:17])[C:12]([CH3:28])([CH3:11])[O:13]2)=[CH:9][C:6]=1[CH:7]=[O:8]. The catalyst class is: 613. (2) Reactant: Br[C:2]1[CH:3]=[CH:4][C:5]([C:8]2[CH:9]=[C:10]([CH:12]=[CH:13][CH:14]=2)[NH2:11])=[N:6][CH:7]=1.[C:15]([O:19][C:20]([N:22]1[CH2:27][CH2:26][CH:25]([N:28]2[CH:32]=[C:31](B3OC(C)(C)C(C)(C)O3)[CH:30]=[N:29]2)[CH2:24][CH2:23]1)=[O:21])([CH3:18])([CH3:17])[CH3:16].C(=O)([O-])[O-].[K+].[K+].O. Product: [NH2:11][C:10]1[CH:9]=[C:8]([C:5]2[N:6]=[CH:7][C:2]([C:31]3[CH:30]=[N:29][N:28]([CH:25]4[CH2:24][CH2:23][N:22]([C:20]([O:19][C:15]([CH3:18])([CH3:17])[CH3:16])=[O:21])[CH2:27][CH2:26]4)[CH:32]=3)=[CH:3][CH:4]=2)[CH:14]=[CH:13][CH:12]=1. The catalyst class is: 752. (3) The catalyst class is: 19. Product: [NH2:1][C:4]1[CH:20]=[CH:19][C:7]([C:8]([N:10]2[CH2:14][CH2:13][CH2:12][CH:11]2[C:15]([O:17][CH3:18])=[O:16])=[O:9])=[CH:6][CH:5]=1. Reactant: [N+:1]([C:4]1[CH:20]=[CH:19][C:7]([C:8]([N:10]2[CH2:14][CH2:13][CH2:12][CH:11]2[C:15]([O:17][CH3:18])=[O:16])=[O:9])=[CH:6][CH:5]=1)([O-])=O. (4) The catalyst class is: 57. Product: [CH3:30][N:18]([CH2:17][CH2:16][CH2:15][NH:14][C:2]1[N:3]=[N+:4]([O-:13])[C:5]2[CH:11]=[CH:10][C:9]([CH3:12])=[CH:8][C:6]=2[N:7]=1)[CH2:19][CH2:20][CH2:21][NH:22][C:23](=[O:29])[O:24][C:25]([CH3:28])([CH3:27])[CH3:26]. Reactant: Cl[C:2]1[N:3]=[N+:4]([O-:13])[C:5]2[CH:11]=[CH:10][C:9]([CH3:12])=[CH:8][C:6]=2[N:7]=1.[NH2:14][CH2:15][CH2:16][CH2:17][N:18]([CH3:30])[CH2:19][CH2:20][CH2:21][NH:22][C:23](=[O:29])[O:24][C:25]([CH3:28])([CH3:27])[CH3:26].C(N(CC)CC)C. (5) Product: [Cl:1][C:2]1[CH:3]=[CH:4][C:5]([C:8]2([C:11]([N:17]([CH:18]3[CH2:23][CH2:22][CH2:21][CH2:20][CH2:19]3)[CH:14]3[CH2:16][CH2:15]3)=[O:13])[CH2:9][CH2:10]2)=[CH:6][CH:7]=1. Reactant: [Cl:1][C:2]1[CH:7]=[CH:6][C:5]([C:8]2([C:11]([OH:13])=O)[CH2:10][CH2:9]2)=[CH:4][CH:3]=1.[CH:14]1([NH:17][CH:18]2[CH2:23][CH2:22][CH2:21][CH2:20][CH2:19]2)[CH2:16][CH2:15]1.F[P-](F)(F)(F)(F)F.N1(O[P+](N(C)C)(N(C)C)N(C)C)C2C=CC=CC=2N=N1. The catalyst class is: 3. (6) The catalyst class is: 209. Product: [NH2:28][C:25]1([CH2:24][O:23][C:20]2[N:21]=[CH:22][C:17]([N:11]3[C:12]([CH3:15])([CH3:16])[C:13](=[O:14])[N:9]([C:6]4[CH:7]=[CH:8][C:3]([C:1]#[N:2])=[C:4]([C:37]([F:40])([F:39])[F:38])[CH:5]=4)[C:10]3=[S:36])=[CH:18][CH:19]=2)[CH2:26][CH2:27]1. Reactant: [C:1]([C:3]1[CH:8]=[CH:7][C:6]([N:9]2[C:13](=[O:14])[C:12]([CH3:16])([CH3:15])[N:11]([C:17]3[CH:18]=[CH:19][C:20]([O:23][CH2:24][C:25]4([NH:28]C(=O)OC(C)(C)C)[CH2:27][CH2:26]4)=[N:21][CH:22]=3)[C:10]2=[S:36])=[CH:5][C:4]=1[C:37]([F:40])([F:39])[F:38])#[N:2].[OH-].[Na+]. (7) Reactant: [F:1][C:2]([F:26])([F:25])[C:3]([N:5]1[CH2:10][CH2:9][CH:8]([CH2:11][N:12]2[CH2:22][C:21]3[N:23]4[C:14](=[CH:15][N:16]=[C:17]4[CH:18]=[CH:19][CH:20]=3)[C:13]2=[O:24])[CH2:7][CH2:6]1)=[O:4].[ClH:27]. Product: [ClH:27].[F:26][C:2]([F:1])([F:25])[C:3]([N:5]1[CH2:6][CH2:7][CH:8]([CH2:11][N:12]2[CH2:22][C:21]3[N:23]4[C:14](=[CH:15][N:16]=[C:17]4[CH:18]=[CH:19][CH:20]=3)[C:13]2=[O:24])[CH2:9][CH2:10]1)=[O:4]. The catalyst class is: 8. (8) Reactant: Cl[C:2]1[N:7]=[C:6]2[N:8]=[C:9]([NH:12][C:13]([NH:15][CH2:16][CH3:17])=[O:14])[CH:10]=[CH:11][C:5]2=[N:4][CH:3]=1.[NH2:18][C:19]1[C:20]([CH3:25])=[CH:21][CH:22]=[CH:23][CH:24]=1.C1(P(C2CCCCC2)C2C=CC=CC=2C2C=CC=CC=2)CCCCC1. Product: [CH2:16]([NH:15][C:13]([NH:12][C:9]1[CH:10]=[CH:11][C:5]2[C:6]([N:8]=1)=[N:7][C:2]([NH:18][C:19]1[CH:24]=[CH:23][CH:22]=[CH:21][C:20]=1[CH3:25])=[CH:3][N:4]=2)=[O:14])[CH3:17]. The catalyst class is: 11. (9) Reactant: [OH:1][C:2]1([CH:7]([C:11]2[CH:16]=[CH:15][CH:14]=[CH:13][CH:12]=2)C(O)=O)[CH2:6][CH2:5][CH2:4][CH2:3]1.C1(P([N:31]=[N+]=[N-])(C2C=CC=CC=2)=O)C=CC=CC=1.CCO[C:37](C)=[O:38]. Product: [C:11]1([CH:7]2[C:2]3([CH2:3][CH2:4][CH2:5][CH2:6]3)[O:1][C:37](=[O:38])[NH:31]2)[CH:12]=[CH:13][CH:14]=[CH:15][CH:16]=1. The catalyst class is: 345. (10) Reactant: [H-].[Al+3].[Li+].[H-].[H-].[H-].C(O[C:12](=O)[NH:13][CH2:14][C@@H:15]1[C@@H:19]([CH2:20][S:21][CH3:22])[O:18][C:17]([CH3:24])([CH3:23])[O:16]1)(C)(C)C. Product: [CH3:23][C:17]1([CH3:24])[O:16][C@H:15]([CH2:14][NH:13][CH3:12])[C@@H:19]([CH2:20][S:21][CH3:22])[O:18]1. The catalyst class is: 7.